From a dataset of Reaction yield outcomes from USPTO patents with 853,638 reactions. Predict the reaction yield, written as a fraction of the theoretical maximum amount of product (1.0 means a 100% yield; for example, 0.34 means a 34% yield). (1) The reactants are [CH2:1]([O:8][C:9]([N:11]1[CH:16]=[CH:15][NH:14][C:13](=[O:17])[C@@H:12]1[CH2:18][CH2:19][S:20][CH3:21])=[O:10])[C:2]1[CH:7]=[CH:6][CH:5]=[CH:4][CH:3]=1.[SiH](CC)(CC)CC.C(C(O)=O)(F)(F)F. The catalyst is C(Cl)Cl. The product is [CH2:1]([O:8][C:9]([N:11]1[CH2:16][CH2:15][NH:14][C:13](=[O:17])[C@@H:12]1[CH2:18][CH2:19][S:20][CH3:21])=[O:10])[C:2]1[CH:7]=[CH:6][CH:5]=[CH:4][CH:3]=1. The yield is 0.460. (2) The reactants are C[O:2][C:3]([C:5]1([C:8]2[CH:9]=[CH:10][C:11]3[O:15][CH:14]=[N:13][C:12]=3[CH:16]=2)[CH2:7][CH2:6]1)=[O:4].[Al+3].[Cl-].[Cl-].[Cl-].O. The catalyst is CCS. The product is [O:15]1[C:11]2[CH:10]=[CH:9][C:8]([C:5]3([C:3]([OH:4])=[O:2])[CH2:7][CH2:6]3)=[CH:16][C:12]=2[N:13]=[CH:14]1. The yield is 0.110. (3) The reactants are Cl.[CH3:2][O:3][C:4]1[CH:5]=[C:6]2[C:11](=[C:12]3[CH2:16][C:15]([CH3:18])([CH3:17])[O:14][C:13]=13)[C:10]([C:19]1[CH:20]=[C:21]([CH:25]=[CH:26][CH:27]=1)[C:22](O)=[O:23])=[N:9][C:8]([CH3:29])([CH3:28])[CH2:7]2.C(N(C(C)C)C(C)C)C.[NH2:39][CH:40]1[CH2:44][CH2:43][NH:42][C:41]1=[O:45]. The catalyst is CN(C)C=O. The product is [O:45]=[C:41]1[CH:40]([NH:39][C:22](=[O:23])[C:21]2[CH:25]=[CH:26][CH:27]=[C:19]([C:10]3[C:11]4[C:6](=[CH:5][C:4]([O:3][CH3:2])=[C:13]5[O:14][C:15]([CH3:17])([CH3:18])[CH2:16][C:12]5=4)[CH2:7][C:8]([CH3:28])([CH3:29])[N:9]=3)[CH:20]=2)[CH2:44][CH2:43][NH:42]1. The yield is 0.660. (4) The reactants are [F:1][C:2]1[CH:10]=[CH:9][C:8]([CH2:11][C:12]2[C:21]3[C:16](=[CH:17][CH:18]=[CH:19][CH:20]=3)[C:15](=[O:22])[NH:14][N:13]=2)=[CH:7][C:3]=1[C:4](O)=[O:5].F[P-](F)(F)(F)(F)F.N1(OC(N(C)C)=[N+](C)C)C2C=CC=CC=2N=N1.[N:47]1([C:52]([C:54]2[N:55]=[C:56]([C:63]([F:66])([F:65])[F:64])[N:57]3[CH2:62][CH2:61][NH:60][CH2:59][C:58]=23)=[O:53])[CH2:51][CH2:50][CH2:49][CH2:48]1.C(N(CC)C(C)C)(C)C. The catalyst is CN(C)C=O. The product is [F:1][C:2]1[CH:10]=[CH:9][C:8]([CH2:11][C:12]2[C:21]3[C:16](=[CH:17][CH:18]=[CH:19][CH:20]=3)[C:15](=[O:22])[NH:14][N:13]=2)=[CH:7][C:3]=1[C:4]([N:60]1[CH2:61][CH2:62][N:57]2[C:56]([C:63]([F:66])([F:64])[F:65])=[N:55][C:54]([C:52]([N:47]3[CH2:51][CH2:50][CH2:49][CH2:48]3)=[O:53])=[C:58]2[CH2:59]1)=[O:5]. The yield is 0.180. (5) The reactants are Br.[NH2:2][CH:3]([CH3:13])[CH2:4][C:5]1[CH:6]=[C:7]([OH:12])[C:8]([OH:11])=[CH:9][CH:10]=1.C(=O)(O)[O-].[Na+].[C:19](O[C:19]([O:21][C:22]([CH3:25])([CH3:24])[CH3:23])=[O:20])([O:21][C:22]([CH3:25])([CH3:24])[CH3:23])=[O:20]. The catalyst is O.C1COCC1. The product is [C:22]([O:21][C:19](=[O:20])[NH:2][CH:3]([CH3:13])[CH2:4][C:5]1[CH:10]=[CH:9][C:8]([OH:11])=[C:7]([OH:12])[CH:6]=1)([CH3:25])([CH3:24])[CH3:23]. The yield is 0.460. (6) The reactants are CC([O-])(C)C.[K+].CC1C=CC(S([CH2:17][N+:18]#[C-])(=O)=O)=CC=1.[F:20][C:21]1[CH:22]=[C:23]([CH:26]=[CH:27][C:28]=1[O:29][CH3:30])[CH:24]=O.CO. The catalyst is C1COCC1.O. The product is [F:20][C:21]1[CH:22]=[C:23]([CH2:24][C:17]#[N:18])[CH:26]=[CH:27][C:28]=1[O:29][CH3:30]. The yield is 0.580. (7) The reactants are [Br:1][C:2]1[CH:7]=[CH:6][C:5]([CH2:8]O)=[C:4]([Cl:10])[CH:3]=1.C(Br)(Br)(Br)[Br:12].C1(P(C2C=CC=CC=2)C2C=CC=CC=2)C=CC=CC=1. The catalyst is ClCCl. The product is [Br:1][C:2]1[CH:7]=[CH:6][C:5]([CH2:8][Br:12])=[C:4]([Cl:10])[CH:3]=1. The yield is 1.29.